This data is from Peptide-MHC class I binding affinity with 185,985 pairs from IEDB/IMGT. The task is: Regression. Given a peptide amino acid sequence and an MHC pseudo amino acid sequence, predict their binding affinity value. This is MHC class I binding data. (1) The peptide sequence is IQDEIVAAY. The MHC is HLA-A01:01 with pseudo-sequence HLA-A01:01. The binding affinity (normalized) is 0.770. (2) The peptide sequence is MLHNPTSETM. The MHC is HLA-A02:03 with pseudo-sequence HLA-A02:03. The binding affinity (normalized) is 0.686. (3) The peptide sequence is CLSDEINHV. The MHC is HLA-B18:01 with pseudo-sequence HLA-B18:01. The binding affinity (normalized) is 0.0847. (4) The binding affinity (normalized) is 0.0847. The peptide sequence is ASYQFQLPY. The MHC is HLA-B15:09 with pseudo-sequence HLA-B15:09. (5) The peptide sequence is STGKSIKFK. The MHC is HLA-A80:01 with pseudo-sequence HLA-A80:01. The binding affinity (normalized) is 0.0847. (6) The peptide sequence is IIIPFIAYFV. The MHC is HLA-A31:01 with pseudo-sequence HLA-A31:01. The binding affinity (normalized) is 0.393. (7) The peptide sequence is IDFYLCFLAF. The MHC is HLA-B44:03 with pseudo-sequence HLA-B44:03. The binding affinity (normalized) is 0.586. (8) The peptide sequence is TMFEALPHI. The MHC is HLA-B15:01 with pseudo-sequence HLA-B15:01. The binding affinity (normalized) is 0.431.